From a dataset of Reaction yield outcomes from USPTO patents with 853,638 reactions. Predict the reaction yield, written as a fraction of the theoretical maximum amount of product (1.0 means a 100% yield; for example, 0.34 means a 34% yield). (1) The reactants are [CH3:1][N:2]([CH3:23])[C:3]1[N:8]=[CH:7][C:6]([NH:9][C:10](=[O:18])OC2C=CC=CC=2)=[CH:5][C:4]=1[C:19]([F:22])([F:21])[F:20].[Cl:24][C:25]1[CH:26]=[C:27]([N:31]2[C:35]([CH2:36][NH2:37])=[CH:34][C:33]([C:38]([F:41])([F:40])[F:39])=[N:32]2)[CH:28]=[CH:29][CH:30]=1.C(N(CC)CC)C. The catalyst is CS(C)=O.O. The product is [Cl:24][C:25]1[CH:26]=[C:27]([N:31]2[C:35]([CH2:36][NH:37][C:10]([NH:9][C:6]3[CH:7]=[N:8][C:3]([N:2]([CH3:1])[CH3:23])=[C:4]([C:19]([F:20])([F:21])[F:22])[CH:5]=3)=[O:18])=[CH:34][C:33]([C:38]([F:39])([F:40])[F:41])=[N:32]2)[CH:28]=[CH:29][CH:30]=1. The yield is 0.710. (2) The reactants are [Cl:1][C:2]1[CH:7]=[C:6]([Cl:8])[CH:5]=[CH:4][C:3]=1[C:9]1[N:10]([C:24]2[CH:29]=[CH:28][C:27]([OH:30])=[CH:26][CH:25]=2)[C:11]([CH3:23])=[C:12]([C:14]([NH:16][N:17]2[CH2:22][CH2:21][CH2:20][CH2:19][CH2:18]2)=[O:15])[N:13]=1.C(N(CC)CC)C.[S:38]1[CH:42]=[CH:41][CH:40]=[C:39]1[S:43](Cl)(=[O:45])=[O:44].O. The catalyst is ClCCl. The product is [S:38]1[CH:42]=[CH:41][CH:40]=[C:39]1[S:43]([O:30][C:27]1[CH:26]=[CH:25][C:24]([N:10]2[C:11]([CH3:23])=[C:12]([C:14]([NH:16][N:17]3[CH2:22][CH2:21][CH2:20][CH2:19][CH2:18]3)=[O:15])[N:13]=[C:9]2[C:3]2[CH:4]=[CH:5][C:6]([Cl:8])=[CH:7][C:2]=2[Cl:1])=[CH:29][CH:28]=1)(=[O:45])=[O:44]. The yield is 0.830. (3) The catalyst is CC(C1C=C(C(C)C)C(C2C(P(C3CCCCC3)C3CCCCC3)=C(OC)C=CC=2OC)=C(C(C)C)C=1)C.C1C=[C-]C(CCN)=CC=1.Cl[Pd+].O1CCOCC1. The reactants are CC([O-])(CC)C.[Na+].Cl[C:9]1[N:14]=[C:13]2[O:15][C:16]([C:22]3[CH:27]=[CH:26][C:25]([F:28])=[CH:24][CH:23]=3)=[C:17]([C:18](=[O:21])[NH:19][CH3:20])[C:12]2=[CH:11][C:10]=1[C:29]1[CH:30]=[C:31]([CH:39]=[CH:40][CH:41]=1)[C:32]([O:34]C(C)(C)C)=[O:33].[C:42]1([CH2:48][NH2:49])[CH:47]=[CH:46][CH:45]=[CH:44][CH:43]=1. The yield is 0.850. The product is [CH2:48]([NH:49][C:9]1[N:14]=[C:13]2[O:15][C:16]([C:22]3[CH:23]=[CH:24][C:25]([F:28])=[CH:26][CH:27]=3)=[C:17]([C:18](=[O:21])[NH:19][CH3:20])[C:12]2=[CH:11][C:10]=1[C:29]1[CH:30]=[C:31]([CH:39]=[CH:40][CH:41]=1)[C:32]([OH:34])=[O:33])[C:42]1[CH:47]=[CH:46][CH:45]=[CH:44][CH:43]=1. (4) The catalyst is O1CCCC1. The product is [OH:8][CH2:9][CH2:10][CH:11]([N:18]1[C:26]2[C:21](=[CH:22][CH:23]=[CH:24][CH:25]=2)[C:20]([CH3:27])([CH3:28])[C:19]1=[O:29])[C:12]1[CH:17]=[CH:16][CH:15]=[CH:14][CH:13]=1. The yield is 0.900. The reactants are [Si]([O:8][CH2:9][CH2:10][CH:11]([N:18]1[C:26]2[C:21](=[CH:22][CH:23]=[CH:24][CH:25]=2)[C:20]([CH3:28])([CH3:27])[C:19]1=[O:29])[C:12]1[CH:17]=[CH:16][CH:15]=[CH:14][CH:13]=1)(C(C)(C)C)(C)C.[F-].C([N+](CCCC)(CCCC)CCCC)CCC. (5) The reactants are [F:1][C:2]1[CH:38]=[C:37]([F:39])[CH:36]=[CH:35][C:3]=1[O:4][C:5]1[CH:10]=[CH:9][C:8]([CH2:11][S:12]([CH3:15])(=[O:14])=[O:13])=[CH:7][C:6]=1[C:16]1[C:24]2[C:19](=[C:20]([O:32]C)[N:21]=[C:22]([C:25]3[C:26]([CH3:31])=[N:27][O:28][C:29]=3[CH3:30])[CH:23]=2)[N:18]([CH3:34])[CH:17]=1.Cl.O1CCOCC1. No catalyst specified. The product is [F:1][C:2]1[CH:38]=[C:37]([F:39])[CH:36]=[CH:35][C:3]=1[O:4][C:5]1[CH:10]=[CH:9][C:8]([CH2:11][S:12]([CH3:15])(=[O:14])=[O:13])=[CH:7][C:6]=1[C:16]1[C:24]2[CH:23]=[C:22]([C:25]3[C:26]([CH3:31])=[N:27][O:28][C:29]=3[CH3:30])[NH:21][C:20](=[O:32])[C:19]=2[N:18]([CH3:34])[CH:17]=1. The yield is 0.830. (6) The catalyst is O=P(Cl)(Cl)Cl. The yield is 0.350. The reactants are [Cl:1][C:2]1[CH:7]=[CH:6][CH:5]=[C:4]([Cl:8])[C:3]=1[C:9](=[O:20])[C:10]([NH:12][CH2:13][C:14]1[CH:19]=[CH:18][CH:17]=[CH:16][N:15]=1)=O. The product is [Cl:1][C:2]1[CH:7]=[CH:6][CH:5]=[C:4]([Cl:8])[C:3]=1[C:9]([C:10]1[N:15]2[CH:16]=[CH:17][CH:18]=[CH:19][C:14]2=[CH:13][N:12]=1)=[O:20]. (7) The reactants are Cl[C:2]1[CH:7]=[CH:6][N:5]=[C:4]2[CH:8]=[C:9]([C:11]3[N:12]([CH3:16])[CH:13]=[CH:14][N:15]=3)[S:10][C:3]=12.[CH2:17]([C:19]1[N:20]([CH3:33])[C:21]2[C:26]([C:27]=1[C:28]([NH:30][CH3:31])=[O:29])=[CH:25][CH:24]=[C:23]([OH:32])[CH:22]=2)[CH3:18].C([O-])([O-])=O.[Cs+].[Cs+]. No catalyst specified. The product is [CH3:31][NH:30][C:28]([C:27]1[C:26]2[C:21](=[CH:22][C:23]([O:32][C:2]3[CH:7]=[CH:6][N:5]=[C:4]4[CH:8]=[C:9]([C:11]5[N:12]([CH3:16])[CH:13]=[CH:14][N:15]=5)[S:10][C:3]=34)=[CH:24][CH:25]=2)[N:20]([CH3:33])[C:19]=1[CH2:17][CH3:18])=[O:29]. The yield is 0.400. (8) The reactants are C([O:8][C:9]1[C:18]2[C:13](=[CH:14][CH:15]=[C:16]([C:19]3[CH:24]=[CH:23][CH:22]=[C:21]([C:25]4[C:30]([F:31])=[CH:29][CH:28]=[CH:27][C:26]=4[F:32])[N:20]=3)[CH:17]=2)[N:12]=[CH:11][CH:10]=1)C1C=CC=CC=1. The catalyst is [Pd].CCO.CCOC(C)=O. The product is [F:31][C:30]1[CH:29]=[CH:28][CH:27]=[C:26]([F:32])[C:25]=1[C:21]1[N:20]=[C:19]([C:16]2[CH:17]=[C:18]3[C:13](=[CH:14][CH:15]=2)[N:12]=[CH:11][CH:10]=[C:9]3[OH:8])[CH:24]=[CH:23][CH:22]=1. The yield is 0.700. (9) The reactants are [BrH:1].[F:2][C:3]1[CH:8]=[C:7]([N+:9]([O-:11])=[O:10])[CH:6]=[CH:5][C:4]=1[O:12][CH:13]1[CH2:18][CH2:17][N:16](C(OCC2C=CC=CC=2)=O)[CH2:15][CH2:14]1. The catalyst is CCOCC. The product is [BrH:1].[F:2][C:3]1[CH:8]=[C:7]([N+:9]([O-:11])=[O:10])[CH:6]=[CH:5][C:4]=1[O:12][CH:13]1[CH2:18][CH2:17][NH:16][CH2:15][CH2:14]1. The yield is 0.500.